This data is from Merck oncology drug combination screen with 23,052 pairs across 39 cell lines. The task is: Regression. Given two drug SMILES strings and cell line genomic features, predict the synergy score measuring deviation from expected non-interaction effect. (1) Synergy scores: synergy=5.75. Cell line: DLD1. Drug 1: N#Cc1ccc(Cn2cncc2CN2CCN(c3cccc(Cl)c3)C(=O)C2)cc1. Drug 2: O=C(CCCCCCC(=O)Nc1ccccc1)NO. (2) Drug 1: CCN(CC)CCNC(=O)c1c(C)[nH]c(C=C2C(=O)Nc3ccc(F)cc32)c1C. Drug 2: Cn1cc(-c2cnn3c(N)c(Br)c(C4CCCNC4)nc23)cn1. Cell line: NCIH460. Synergy scores: synergy=7.37. (3) Drug 1: NC1(c2ccc(-c3nc4ccn5c(=O)[nH]nc5c4cc3-c3ccccc3)cc2)CCC1. Drug 2: Cc1nc(Nc2ncc(C(=O)Nc3c(C)cccc3Cl)s2)cc(N2CCN(CCO)CC2)n1. Cell line: HT144. Synergy scores: synergy=20.5. (4) Drug 1: O=S1(=O)NC2(CN1CC(F)(F)F)C1CCC2Cc2cc(C=CCN3CCC(C(F)(F)F)CC3)ccc2C1. Drug 2: CC1(c2nc3c(C(N)=O)cccc3[nH]2)CCCN1. Cell line: PA1. Synergy scores: synergy=18.2. (5) Drug 1: O=C(CCCCCCC(=O)Nc1ccccc1)NO. Drug 2: COC1=C2CC(C)CC(OC)C(O)C(C)C=C(C)C(OC(N)=O)C(OC)C=CC=C(C)C(=O)NC(=CC1=O)C2=O. Cell line: SKMEL30. Synergy scores: synergy=-10.3. (6) Drug 1: COC1=C2CC(C)CC(OC)C(O)C(C)C=C(C)C(OC(N)=O)C(OC)C=CC=C(C)C(=O)NC(=CC1=O)C2=O. Drug 2: Cn1c(=O)n(-c2ccc(C(C)(C)C#N)cc2)c2c3cc(-c4cnc5ccccc5c4)ccc3ncc21. Cell line: MDAMB436. Synergy scores: synergy=23.3.